Dataset: Forward reaction prediction with 1.9M reactions from USPTO patents (1976-2016). Task: Predict the product of the given reaction. Given the reactants Cl[C:2]1[C:7]2=[C:8]([CH3:11])[CH:9]=[CH:10][N:6]2[N:5]=[CH:4][N:3]=1.[F:12][C:13]1[CH:18]=[C:17]([N+:19]([O-:21])=[O:20])[CH:16]=[CH:15][C:14]=1[OH:22].C(=O)([O-])[O-].[K+].[K+], predict the reaction product. The product is: [F:12][C:13]1[CH:18]=[C:17]([N+:19]([O-:21])=[O:20])[CH:16]=[CH:15][C:14]=1[O:22][C:2]1[C:7]2=[C:8]([CH3:11])[CH:9]=[CH:10][N:6]2[N:5]=[CH:4][N:3]=1.